From a dataset of Full USPTO retrosynthesis dataset with 1.9M reactions from patents (1976-2016). Predict the reactants needed to synthesize the given product. (1) Given the product [NH2:2][CH2:1][C:3]1[CH:8]=[C:7]([O:9][CH3:10])[CH:6]=[CH:5][C:4]=1[O:11][CH3:12], predict the reactants needed to synthesize it. The reactants are: [C:1]([C:3]1[CH:8]=[C:7]([O:9][CH3:10])[CH:6]=[CH:5][C:4]=1[O:11][CH3:12])#[N:2].[H-].[Al+3].[Li+].[H-].[H-].[H-]. (2) Given the product [NH2:24][C:20]1[CH:19]=[C:18]([CH:23]=[CH:22][CH:21]=1)[CH2:17][N:14]1[C:12]2=[N:13][C:8]([NH:7][C:5]3[CH:4]=[N:3][N:2]([CH3:1])[CH:6]=3)=[N:9][CH:10]=[C:11]2[CH:16]=[N:15]1, predict the reactants needed to synthesize it. The reactants are: [CH3:1][N:2]1[CH:6]=[C:5]([NH:7][C:8]2[N:13]=[C:12]3[N:14]([CH2:17][C:18]4[CH:23]=[CH:22][CH:21]=[C:20]([N+:24]([O-])=O)[CH:19]=4)[N:15]=[CH:16][C:11]3=[CH:10][N:9]=2)[CH:4]=[N:3]1.Cl.[H][H]. (3) Given the product [CH2:12]([O:10][C:9]([C:7]1[N:8]([CH2:12][C:13]2[CH:18]=[CH:17][CH:16]=[CH:15][CH:14]=2)[C:4]([N+:1]([O-:3])=[O:2])=[CH:5][CH:6]=1)=[O:11])[C:13]1[CH:18]=[CH:17][CH:16]=[CH:15][CH:14]=1, predict the reactants needed to synthesize it. The reactants are: [N+:1]([C:4]1[NH:8][C:7]([C:9]([OH:11])=[O:10])=[CH:6][CH:5]=1)([O-:3])=[O:2].[CH2:12](Br)[C:13]1[CH:18]=[CH:17][CH:16]=[CH:15][CH:14]=1. (4) The reactants are: OC1C(=O)NN=C(CCC2C=CC=CC=2)C=1.C([O:24][C:25]1[N:26]=[N:27][C:28]([C:39]#[C:40][C:41]2[CH:46]=[CH:45][C:44]([C:47]([F:50])([F:49])[F:48])=[CH:43][C:42]=2[Cl:51])=[CH:29][C:30]=1[O:31]CC1C=CC=CC=1)C1C=CC=CC=1. Given the product [Cl:51][C:42]1[CH:43]=[C:44]([C:47]([F:49])([F:50])[F:48])[CH:45]=[CH:46][C:41]=1[CH2:40][CH2:39][C:28]1[CH:29]=[C:30]([OH:31])[C:25](=[O:24])[NH:26][N:27]=1, predict the reactants needed to synthesize it. (5) Given the product [CH3:24][O:23][C:21](=[O:22])[C:15]1[CH:16]=[C:17]([Cl:20])[CH:18]=[CH:19][C:14]=1[N:11]1[CH2:12][CH2:13][NH:8][CH2:9][CH2:10]1, predict the reactants needed to synthesize it. The reactants are: C(OC([N:8]1[CH2:13][CH2:12][N:11]([C:14]2[CH:19]=[CH:18][C:17]([Cl:20])=[CH:16][C:15]=2[C:21]([O:23][CH3:24])=[O:22])[CH2:10][CH2:9]1)=O)(C)(C)C.FC(F)(F)C(O)=O. (6) Given the product [CH3:4][C:2]([Si:5]([CH3:29])([CH3:30])[O:6][CH2:7][C:8]1[CH:13]=[CH:12][C:11]([C:14]2[CH:19]=[C:18]([O:20][CH3:21])[CH:17]=[CH:16][C:15]=2[F:22])=[C:10]([CH:23]([OH:28])[C:24]([CH3:27])([CH3:26])[CH3:25])[CH:9]=1)([CH3:1])[CH3:3], predict the reactants needed to synthesize it. The reactants are: [CH3:1][C:2]([Si:5]([CH3:30])([CH3:29])[O:6][CH2:7][C:8]1[CH:13]=[CH:12][C:11]([C:14]2[CH:19]=[C:18]([O:20][CH3:21])[CH:17]=[CH:16][C:15]=2[F:22])=[C:10]([C:23](=[O:28])[C:24]([CH3:27])([CH3:26])[CH3:25])[CH:9]=1)([CH3:4])[CH3:3].C1COCC1.[H-].[H-].[H-].[H-].[Li+].[Al+3].[OH-].[Na+]. (7) Given the product [Si:1]([O:8][CH2:9][CH2:10][CH2:11][N:12]1[C:17](=[O:18])[CH2:16][CH2:15][N:14]([C:21]2[CH:26]=[CH:25][CH:24]=[CH:23][CH:22]=2)[C:13]1=[O:19])([C:4]([CH3:7])([CH3:5])[CH3:6])([CH3:3])[CH3:2], predict the reactants needed to synthesize it. The reactants are: [Si:1]([O:8][CH2:9][CH2:10][CH2:11][N:12]1[C:17](=[O:18])[CH2:16][CH2:15][NH:14][C:13]1=[O:19])([C:4]([CH3:7])([CH3:6])[CH3:5])([CH3:3])[CH3:2].Br[C:21]1[CH:26]=[CH:25][CH:24]=[CH:23][CH:22]=1.CC1(C)C2C(=C(P(C3C=CC=CC=3)C3C=CC=CC=3)C=CC=2)OC2C(P(C3C=CC=CC=3)C3C=CC=CC=3)=CC=CC1=2.C([O-])([O-])=O.[Cs+].[Cs+].